This data is from Forward reaction prediction with 1.9M reactions from USPTO patents (1976-2016). The task is: Predict the product of the given reaction. (1) The product is: [CH2:1]([O:3][C:4]([C:6]1[C:15]2[C:10](=[CH:11][C:12]([O:18][CH3:19])=[C:13]([O:16][CH3:17])[CH:14]=2)[C:9]([CH2:20][C:21]2[CH:26]=[C:25]([CH3:27])[CH:24]=[C:23]([O:28][CH3:29])[CH:22]=2)=[N:8][CH:7]=1)=[O:5])[CH3:2]. Given the reactants [CH2:1]([O:3][C:4]([CH:6]1[C:15]2[C:10](=[CH:11][C:12]([O:18][CH3:19])=[C:13]([O:16][CH3:17])[CH:14]=2)[C:9]([CH2:20][C:21]2[CH:26]=[C:25]([CH3:27])[CH:24]=[C:23]([O:28][CH3:29])[CH:22]=2)=[N:8][CH2:7]1)=[O:5])[CH3:2], predict the reaction product. (2) Given the reactants [Cl:1][C:2]1[CH:3]=[C:4]([CH:19]=[CH:20][C:21]=1[C:22](O)=[O:23])[C:5]([NH:7][CH2:8][C:9]1[NH:13][C:12]2[CH:14]=[CH:15][C:16]([Cl:18])=[CH:17][C:11]=2[N:10]=1)=[O:6].[CH3:25][CH:26]1[CH2:30][CH2:29][CH:28]([CH3:31])[NH:27]1.CN(C(ON1N=NC2C=CC=CC1=2)=[N+](C)C)C.[B-](F)(F)(F)F.C(N(CC)CC)C, predict the reaction product. The product is: [Cl:1][C:2]1[CH:3]=[C:4]([CH:19]=[CH:20][C:21]=1[C:22]([N:27]1[CH:28]([CH3:31])[CH2:29][CH2:30][CH:26]1[CH3:25])=[O:23])[C:5]([NH:7][CH2:8][C:9]1[NH:13][C:12]2[CH:14]=[CH:15][C:16]([Cl:18])=[CH:17][C:11]=2[N:10]=1)=[O:6]. (3) Given the reactants [Br:1][C:2]1[CH:3]=[C:4]([CH:10]([CH2:16][CH:17]([CH3:19])[CH3:18])[C:11]([O:13][CH2:14][CH3:15])=[O:12])[CH:5]=[C:6]([Cl:9])[C:7]=1[OH:8].C([O-])([O-])=O.[K+].[K+].[F:26][C:27]([F:31])([F:30])[CH2:28]I.O, predict the reaction product. The product is: [Br:1][C:2]1[CH:3]=[C:4]([CH:10]([CH2:16][CH:17]([CH3:18])[CH3:19])[C:11]([O:13][CH2:14][CH3:15])=[O:12])[CH:5]=[C:6]([Cl:9])[C:7]=1[O:8][CH2:28][C:27]([F:31])([F:30])[F:26]. (4) Given the reactants [CH2:1]([O:3][C:4](=[O:21])[CH2:5][N:6]([CH2:14][C:15]1[CH:20]=[CH:19][CH:18]=[CH:17][CH:16]=1)[CH2:7][C:8]1[CH:13]=[CH:12][CH:11]=[CH:10][CH:9]=1)[CH3:2].C([N-]C(C)C)(C)C.[Li+].[CH:30]1([CH:33]=[O:34])[CH2:32][CH2:31]1.[Cl-].[NH4+], predict the reaction product. The product is: [CH2:1]([O:3][C:4](=[O:21])[CH:5]([N:6]([CH2:7][C:8]1[CH:9]=[CH:10][CH:11]=[CH:12][CH:13]=1)[CH2:14][C:15]1[CH:20]=[CH:19][CH:18]=[CH:17][CH:16]=1)[CH:33]([CH:30]1[CH2:32][CH2:31]1)[OH:34])[CH3:2]. (5) Given the reactants [C:1]([O:5][C:6]([NH:8][CH2:9][C:10]([OH:12])=O)=[O:7])([CH3:4])([CH3:3])[CH3:2].[NH2:13][CH:14]([C:20](=[O:22])[CH3:21])[C:15]([O:17][CH2:18][CH3:19])=[O:16].Cl.C(N=C=NCCCN(C)C)C.ON1C2C=CC=CC=2N=N1.C(N(CC)CC)C.C(=O)(O)[O-].[Na+], predict the reaction product. The product is: [C:1]([O:5][C:6]([NH:8][CH2:9][C:10]([NH:13][CH:14]([C:20](=[O:22])[CH3:21])[C:15]([O:17][CH2:18][CH3:19])=[O:16])=[O:12])=[O:7])([CH3:2])([CH3:3])[CH3:4]. (6) Given the reactants [F:1][C:2]1[CH:3]=[C:4]([C:9]2([O:14][CH3:15])[CH2:13][CH2:12][NH:11][CH2:10]2)[CH:5]=[CH:6][C:7]=1[F:8].[H-].[Na+].[CH2:18](Br)[C:19]1[CH:24]=[CH:23][CH:22]=[CH:21][CH:20]=1, predict the reaction product. The product is: [CH2:18]([N:11]1[CH2:12][CH2:13][C:9]([C:4]2[CH:5]=[CH:6][C:7]([F:8])=[C:2]([F:1])[CH:3]=2)([O:14][CH3:15])[CH2:10]1)[C:19]1[CH:24]=[CH:23][CH:22]=[CH:21][CH:20]=1.